This data is from Peptide-MHC class I binding affinity with 185,985 pairs from IEDB/IMGT. The task is: Regression. Given a peptide amino acid sequence and an MHC pseudo amino acid sequence, predict their binding affinity value. This is MHC class I binding data. The peptide sequence is LWEGSPGKFW. The MHC is HLA-A23:01 with pseudo-sequence HLA-A23:01. The binding affinity (normalized) is 0.286.